Dataset: Peptide-MHC class II binding affinity with 134,281 pairs from IEDB. Task: Regression. Given a peptide amino acid sequence and an MHC pseudo amino acid sequence, predict their binding affinity value. This is MHC class II binding data. (1) The peptide sequence is EAMDTISVFLHSEEG. The MHC is DRB1_1101 with pseudo-sequence DRB1_1101. The binding affinity (normalized) is 0.150. (2) The peptide sequence is PGMAKIPAGELQIID. The MHC is DRB1_0301 with pseudo-sequence DRB1_0301. The binding affinity (normalized) is 0.174. (3) The MHC is DRB1_0901 with pseudo-sequence DRB1_0901. The peptide sequence is KAVWGKNSCAKNYNC. The binding affinity (normalized) is 0.271. (4) The peptide sequence is KLRSAGELELQFRRV. The MHC is DRB1_0405 with pseudo-sequence DRB1_0405. The binding affinity (normalized) is 0.253. (5) The peptide sequence is NVTENFNMWKNNMVEQMH. The MHC is HLA-DQA10401-DQB10402 with pseudo-sequence HLA-DQA10401-DQB10402. The binding affinity (normalized) is 0.472. (6) The peptide sequence is EVLKGPFTVRYTTEG. The MHC is DRB3_0202 with pseudo-sequence DRB3_0202. The binding affinity (normalized) is 0.0939.